From a dataset of Forward reaction prediction with 1.9M reactions from USPTO patents (1976-2016). Predict the product of the given reaction. (1) The product is: [NH2:1][C:4]1[CH:5]=[CH:6][C:7]2[O:12][CH2:11][C:10](=[O:13])[N:9]([CH2:21][CH2:20][CH2:19][O:18][CH3:17])[C:8]=2[CH:14]=1. Given the reactants [N+:1]([C:4]1[CH:5]=[CH:6][C:7]2[O:12][CH2:11][C:10](=[O:13])[NH:9][C:8]=2[CH:14]=1)([O-])=O.[H-].[Na+].[CH3:17][O:18][CH2:19][CH2:20][CH2:21]OS(C1C=CC(C)=CC=1)(=O)=O.[I-].[K+], predict the reaction product. (2) Given the reactants FC(F)(F)C(O)=O.C(OC(=O)[NH:14][CH:15]1[CH2:18][N:17]([C:19](=[O:34])[CH2:20][C:21]2[CH:26]=[CH:25][C:24]([O:27][C:28]3[CH:33]=[CH:32][CH:31]=[CH:30][CH:29]=3)=[CH:23][CH:22]=2)[CH2:16]1)(C)(C)C.N, predict the reaction product. The product is: [NH2:14][CH:15]1[CH2:18][N:17]([C:19](=[O:34])[CH2:20][C:21]2[CH:22]=[CH:23][C:24]([O:27][C:28]3[CH:29]=[CH:30][CH:31]=[CH:32][CH:33]=3)=[CH:25][CH:26]=2)[CH2:16]1.